Dataset: Forward reaction prediction with 1.9M reactions from USPTO patents (1976-2016). Task: Predict the product of the given reaction. (1) Given the reactants Cl.[CH3:2][N:3]1[CH:7]=[CH:6][N:5]=[C:4]1[CH2:8][N:9]1[C:14]2[CH:15]=[C:16]([C:18]3[CH:23]=[CH:22][CH:21]=[CH:20][CH:19]=3)[S:17][C:13]=2[C:12](=[O:24])[N:11]([CH:25]2[CH2:30][CH2:29][NH:28][CH2:27][CH2:26]2)[C:10]1=[O:31].[CH2:32]([O:34][C:35]1[C:44]([O:45][CH3:46])=[CH:43][C:42]2[C:41]([C:47]3[CH:55]=[CH:54][C:50]([C:51](O)=[O:52])=[CH:49][CH:48]=3)=[N:40][C@@H:39]3[CH2:56][CH2:57][S:58][CH2:59][C@@H:38]3[C:37]=2[CH:36]=1)[CH3:33].CN(C(ON1N=NC2C=CC=NC1=2)=[N+](C)C)C.F[P-](F)(F)(F)(F)F.CCN(C(C)C)C(C)C, predict the reaction product. The product is: [CH2:32]([O:34][C:35]1[C:44]([O:45][CH3:46])=[CH:43][C:42]2[C:41]([C:47]3[CH:48]=[CH:49][C:50]([C:51]([N:28]4[CH2:29][CH2:30][CH:25]([N:11]5[C:12](=[O:24])[C:13]6[S:17][C:16]([C:18]7[CH:19]=[CH:20][CH:21]=[CH:22][CH:23]=7)=[CH:15][C:14]=6[N:9]([CH2:8][C:4]6[N:3]([CH3:2])[CH:7]=[CH:6][N:5]=6)[C:10]5=[O:31])[CH2:26][CH2:27]4)=[O:52])=[CH:54][CH:55]=3)=[N:40][C@@H:39]3[CH2:56][CH2:57][S:58][CH2:59][C@@H:38]3[C:37]=2[CH:36]=1)[CH3:33]. (2) Given the reactants [Cl:1][C:2]1[C:11]2=[N:12][N:13]([CH2:23][CH2:24][CH3:25])[C:14]([NH:15][C:16](=[O:22])[O:17][C:18]([CH3:21])([CH3:20])[CH3:19])=[C:10]2[C:9]2[CH:8]=[CH:7][CH:6]=[CH:5][C:4]=2[N:3]=1.[CH2:26](I)[CH3:27].[H-].[Na+].[Cl-].[NH4+], predict the reaction product. The product is: [Cl:1][C:2]1[C:11]2=[N:12][N:13]([CH2:23][CH2:24][CH3:25])[C:14]([N:15]([CH2:26][CH3:27])[C:16](=[O:22])[O:17][C:18]([CH3:20])([CH3:19])[CH3:21])=[C:10]2[C:9]2[CH:8]=[CH:7][CH:6]=[CH:5][C:4]=2[N:3]=1. (3) Given the reactants [OH:1][C:2]1[CH:3]=[CH:4][C:5]([N:8]2[CH2:13][CH2:12][N:11]([C:14]([O:16][CH2:17][C:18]3[CH:23]=[CH:22][CH:21]=[CH:20][CH:19]=3)=[O:15])[CH2:10][CH2:9]2)=[N:6][CH:7]=1.[C:24]([O-])([O-])=O.[K+].[K+].IC, predict the reaction product. The product is: [CH3:24][O:1][C:2]1[CH:3]=[CH:4][C:5]([N:8]2[CH2:13][CH2:12][N:11]([C:14]([O:16][CH2:17][C:18]3[CH:19]=[CH:20][CH:21]=[CH:22][CH:23]=3)=[O:15])[CH2:10][CH2:9]2)=[N:6][CH:7]=1. (4) Given the reactants [Br:1][C:2]1[CH:7]=[CH:6][C:5]([CH:8]2[S:14][CH2:13][C:12]([CH3:15])=[N:11][C:10]3[N:16]([CH3:25])[N:17]=[C:18]([C:19]4[CH:24]=[CH:23][CH:22]=[CH:21][N:20]=4)[C:9]2=3)=[C:4]([CH3:26])[CH:3]=1.C(O)(=O)C, predict the reaction product. The product is: [Br:1][C:2]1[CH:7]=[CH:6][C:5]([CH:8]2[S:14][CH2:13][CH:12]([CH3:15])[NH:11][C:10]3[N:16]([CH3:25])[N:17]=[C:18]([C:19]4[CH:24]=[CH:23][CH:22]=[CH:21][N:20]=4)[C:9]2=3)=[C:4]([CH3:26])[CH:3]=1. (5) Given the reactants [Br:1][C:2]1[CH:7]=[CH:6][C:5]([C:8](=[N:22][O:23][CH2:24][CH3:25])[CH:9]2[CH2:14][CH2:13][N:12]([C:15]3([CH3:21])[CH2:20][CH2:19][NH:18][CH2:17][CH2:16]3)[CH2:11][CH2:10]2)=[CH:4][CH:3]=1.[OH:26][C:27]1[C:36]2[C:31](=[C:32]([CH3:37])[CH:33]=[CH:34][CH:35]=2)[N:30]=[C:29]([C:38](O)=[O:39])[CH:28]=1.CCN(CC)CC.CN(C(ON1N=NC2C=CC=NC1=2)=[N+](C)C)C.F[P-](F)(F)(F)(F)F, predict the reaction product. The product is: [Br:1][C:2]1[CH:7]=[CH:6][C:5]([C:8](=[N:22][O:23][CH2:24][CH3:25])[CH:9]2[CH2:10][CH2:11][N:12]([C:15]3([CH3:21])[CH2:20][CH2:19][N:18]([C:38]([C:29]4[CH:28]=[C:27]([OH:26])[C:36]5[C:31](=[C:32]([CH3:37])[CH:33]=[CH:34][CH:35]=5)[N:30]=4)=[O:39])[CH2:17][CH2:16]3)[CH2:13][CH2:14]2)=[CH:4][CH:3]=1. (6) Given the reactants [Cl-].[OH:2][CH2:3][C:4]1[CH:5]=[C:6]([CH:27]=[CH:28][CH:29]=1)[CH2:7][P+](C1C=CC=CC=1)(C1C=CC=CC=1)C1C=CC=CC=1.[CH:30]([C:32]1[N:37]=[CH:36][C:35]([N:38]2[CH2:43][CH2:42][N:41]([C:44]([O:46][C:47]([CH3:50])([CH3:49])[CH3:48])=[O:45])[CH2:40][CH2:39]2)=[CH:34][CH:33]=1)=O, predict the reaction product. The product is: [OH:2][CH2:3][C:4]1[CH:5]=[C:6]([CH:7]=[CH:30][C:32]2[N:37]=[CH:36][C:35]([N:38]3[CH2:43][CH2:42][N:41]([C:44]([O:46][C:47]([CH3:50])([CH3:49])[CH3:48])=[O:45])[CH2:40][CH2:39]3)=[CH:34][CH:33]=2)[CH:27]=[CH:28][CH:29]=1. (7) Given the reactants C([O:8][CH:9]1[C:15]2[CH:16]=[C:17]([Cl:20])[CH:18]=[CH:19][C:14]=2[C:13](=[O:21])[CH:12]=[CH:11][CH2:10]1)C1C=CC=CC=1, predict the reaction product. The product is: [Cl:20][C:17]1[CH:18]=[CH:19][C:14]2[C:13](=[O:21])[CH2:12][CH2:11][CH2:10][CH:9]([OH:8])[C:15]=2[CH:16]=1.